The task is: Predict which catalyst facilitates the given reaction.. This data is from Catalyst prediction with 721,799 reactions and 888 catalyst types from USPTO. (1) Reactant: [F:1][C:2]([F:7])([F:6])[C:3]([OH:5])=[O:4].[CH3:8][C:9]1[C:21]2[C:20]3[C:19]([O:22][CH2:23][CH:24]4[CH2:29][CH2:28][NH:27][CH2:26][CH2:25]4)=[C:18]([O:30][CH3:31])[CH:17]=[CH:16][C:15]=3[C:14]([C:32]3[CH:37]=[CH:36][C:35]([OH:38])=[CH:34][CH:33]=3)=[N:13][C:12]=2[NH:11][N:10]=1.C=O.[CH:41](O)=O. Product: [F:1][C:2]([F:7])([F:6])[C:3]([OH:5])=[O:4].[CH3:8][C:9]1[C:21]2[C:20]3[C:19]([O:22][CH2:23][CH:24]4[CH2:29][CH2:28][N:27]([CH3:41])[CH2:26][CH2:25]4)=[C:18]([O:30][CH3:31])[CH:17]=[CH:16][C:15]=3[C:14]([C:32]3[CH:33]=[CH:34][C:35]([OH:38])=[CH:36][CH:37]=3)=[N:13][C:12]=2[NH:11][N:10]=1. The catalyst class is: 6. (2) Reactant: [CH3:1][O:2][C:3]1[CH:9]=[CH:8][C:6]([NH2:7])=[CH:5][CH:4]=1.[I-].[Li+].[NH:12]([C:16]1[CH:25]=[C:24]2[C:19]([C:20]([CH2:27][C:28]3[CH:33]=[CH:32][N:31]=[CH:30][CH:29]=3)=[N:21][N:22]=[C:23]2[Cl:26])=[CH:18][CH:17]=1)[C:13]([CH3:15])=[O:14]. Product: [ClH:26].[NH:12]([C:16]1[CH:25]=[C:24]2[C:19]([C:20]([CH2:27][C:28]3[CH:29]=[CH:30][N:31]=[CH:32][CH:33]=3)=[N:21][N:22]=[C:23]2[NH:7][C:6]2[CH:8]=[CH:9][C:3]([O:2][CH3:1])=[CH:4][CH:5]=2)=[CH:18][CH:17]=1)[C:13]([CH3:15])=[O:14]. The catalyst class is: 51. (3) Reactant: [CH2:1]([NH:8][CH2:9][C:10]1[CH:15]=[CH:14][CH:13]=[CH:12][CH:11]=1)[C:2]1[CH:7]=[CH:6][CH:5]=[CH:4][CH:3]=1.[C:16]1(=O)[CH2:21][CH2:20][C:19](=[O:22])[CH2:18][CH2:17]1. Product: [OH:22][C:19]1[CH:20]=[CH:21][C:16]([N:8]([CH2:1][C:2]2[CH:7]=[CH:6][CH:5]=[CH:4][CH:3]=2)[CH2:9][C:10]2[CH:15]=[CH:14][CH:13]=[CH:12][CH:11]=2)=[CH:17][CH:18]=1. The catalyst class is: 178. (4) Reactant: Cl.Cl.[CH2:3]([O:10][NH:11][C@H:12]1[CH2:17][NH:16][C@H:15]([C:18]([O:20][CH3:21])=[O:19])[CH2:14][CH2:13]1)[C:4]1[CH:9]=[CH:8][CH:7]=[CH:6][CH:5]=1. Product: [CH2:3]([O:10][NH:11][C@H:12]1[CH2:17][NH:16][C@H:15]([C:18]([O:20][CH3:21])=[O:19])[CH2:14][CH2:13]1)[C:4]1[CH:5]=[CH:6][CH:7]=[CH:8][CH:9]=1. The catalyst class is: 13. (5) Reactant: [CH3:1][O:2][C:3]1[CH:4]=[C:5]2[C:9](=[CH:10][CH:11]=1)[NH:8][C:7]([C:12]([O:14][CH2:15][CH3:16])=[O:13])=[CH:6]2.[H-].[Na+].Br[CH2:20][C:21]#[N:22]. Product: [CH2:15]([O:14][C:12]([C:7]1[N:8]([CH2:20][C:21]#[N:22])[C:9]2[C:5]([CH:6]=1)=[CH:4][C:3]([O:2][CH3:1])=[CH:11][CH:10]=2)=[O:13])[CH3:16]. The catalyst class is: 3. (6) Reactant: [N+:1]([C:4]1[CH:5]=[C:6]([S:10](Cl)(=[O:12])=[O:11])[CH:7]=[CH:8][CH:9]=1)([O-])=O.[CH3:14][NH2:15].C1COCC1.C([O-])(O)=O.[Na+].Cl.Cl[CH2:28][CH2:29][N:30]1[CH2:34][CH2:33][CH2:32][CH2:31]1.C([O-])([O-])=O.[Cs+].[Cs+]. Product: [NH2:1][C:4]1[CH:5]=[C:6]([S:10]([N:15]([CH3:14])[CH2:28][CH2:29][N:30]2[CH2:34][CH2:33][CH2:32][CH2:31]2)(=[O:12])=[O:11])[CH:7]=[CH:8][CH:9]=1. The catalyst class is: 2.